From a dataset of Catalyst prediction with 721,799 reactions and 888 catalyst types from USPTO. Predict which catalyst facilitates the given reaction. (1) Reactant: F[C:2]1[CH:7]=[CH:6][C:5]([C:8]2[N:12]=[C:11]([C:13]3[CH:18]=[CH:17][C:16]([F:19])=[CH:15][CH:14]=3)[N:10]([CH2:20][C:21](O)=[O:22])[N:9]=2)=[CH:4][CH:3]=1.[CH3:24]CN(C(C)C)C(C)C.CN(C(ON1N=NC2C=CC=CC1=2)=[N+](C)C)C.[B-](F)(F)(F)F.[Br:55][C:56]1[S:57][C:58]2[CH2:64][CH2:63][NH:62][CH2:61][CH2:60][C:59]=2[N:65]=1. Product: [Br:55][C:56]1[S:57][C:58]2[CH2:64][CH2:63][N:62]([C:21](=[O:22])[CH2:20][N:10]3[C:11]([C:13]4[CH:14]=[CH:15][C:16]([F:19])=[CH:17][CH:18]=4)=[N:12][C:8]([C:5]4[CH:4]=[CH:3][C:2]([CH3:24])=[CH:7][CH:6]=4)=[N:9]3)[CH2:61][CH2:60][C:59]=2[N:65]=1. The catalyst class is: 3. (2) Reactant: [CH3:1][C@@H:2]1[CH2:7][NH:6][CH2:5][CH2:4][NH:3]1.[F:8][C:9]1[CH:16]=[CH:15][C:12]([CH2:13]Cl)=[CH:11][CH:10]=1.C(=O)([O-])O.[Na+]. Product: [F:8][C:9]1[CH:16]=[CH:15][C:12]([CH2:13][N:6]2[CH2:5][CH2:4][NH:3][C@H:2]([CH3:1])[CH2:7]2)=[CH:11][CH:10]=1. The catalyst class is: 8. (3) Reactant: [CH2:1]([Si:3]([C:8]#[C:9][C@:10]1([CH2:31][O:32][CH2:33][C:34]2[CH:39]=[CH:38][CH:37]=[CH:36][CH:35]=2)[O:18][CH:13](OC(=O)C)[C@H:12]([O:19][C:20](=[O:22])[CH3:21])[C@@H:11]1[O:23][CH2:24][C:25]1[CH:30]=[CH:29][CH:28]=[CH:27][CH:26]=1)([CH2:6][CH3:7])[CH2:4][CH3:5])[CH3:2].[F:40][C:41]1[C:42](=[O:48])[NH:43][C:44](=[O:47])[NH:45][CH:46]=1.C/C(/O[Si](C)(C)C)=N\[Si](C)(C)C.FC(F)(F)S(O[Si](C)(C)C)(=O)=O.C(=O)([O-])O.[Na+]. Product: [C:20]([O:19][C@@H:12]1[C@H:31]([O:32][CH2:33][C:34]2[CH:39]=[CH:38][CH:37]=[CH:36][CH:35]=2)[C@@:10]([C:9]#[C:8][Si:3]([CH2:6][CH3:7])([CH2:4][CH3:5])[CH2:1][CH3:2])([CH2:11][O:23][CH2:24][C:25]2[CH:30]=[CH:29][CH:28]=[CH:27][CH:26]=2)[O:18][C@H:13]1[N:45]1[CH:46]=[C:41]([F:40])[C:42](=[O:48])[NH:43][C:44]1=[O:47])(=[O:22])[CH3:21]. The catalyst class is: 26. (4) Reactant: C1N2CCN(CC2)C1.C([Li])CCC.[Cl:14][C:15]1[CH:16]=[N:17][CH:18]=[CH:19][CH:20]=1.[C:21]([O:25][C:26]([N:28]1[CH2:33][CH2:32][C:31](=[O:34])[CH2:30][CH2:29]1)=[O:27])([CH3:24])([CH3:23])[CH3:22].[Cl-].[NH4+]. Product: [C:21]([O:25][C:26]([N:28]1[CH2:33][CH2:32][C:31]([OH:34])([C:16]2[C:15]([Cl:14])=[CH:20][CH:19]=[CH:18][N:17]=2)[CH2:30][CH2:29]1)=[O:27])([CH3:24])([CH3:22])[CH3:23]. The catalyst class is: 27. (5) Reactant: [C:1]([N:4]1[CH2:9][CH2:8][N:7]([C:10]2[S:11][CH:12]=[CH:13][N:14]=2)[CH2:6][CH2:5]1)(=[O:3])[CH3:2].[Br:15]N1C(=O)CCC1=O.[OH-].[Na+]. Product: [C:1]([N:4]1[CH2:5][CH2:6][N:7]([C:10]2[S:11][C:12]([Br:15])=[CH:13][N:14]=2)[CH2:8][CH2:9]1)(=[O:3])[CH3:2]. The catalyst class is: 15. (6) Reactant: [CH2:1]([N:3]1[CH:7]=[C:6]([CH2:8][N:9]2[C:14]3[CH:15]=[C:16]([C:18]4[CH:23]=[CH:22][CH:21]=[CH:20][CH:19]=4)[S:17][C:13]=3[C:12](=[O:24])[N:11]([CH:25]3[CH2:30][CH2:29][N:28](C(OC(C)(C)C)=O)[CH2:27][CH2:26]3)[C:10]2=[O:38])[CH:5]=[N:4]1)[CH3:2].[ClH:39]. Product: [ClH:39].[CH2:1]([N:3]1[CH:7]=[C:6]([CH2:8][N:9]2[C:14]3[CH:15]=[C:16]([C:18]4[CH:23]=[CH:22][CH:21]=[CH:20][CH:19]=4)[S:17][C:13]=3[C:12](=[O:24])[N:11]([CH:25]3[CH2:30][CH2:29][NH:28][CH2:27][CH2:26]3)[C:10]2=[O:38])[CH:5]=[N:4]1)[CH3:2]. The catalyst class is: 12.